Dataset: Peptide-MHC class II binding affinity with 134,281 pairs from IEDB. Task: Regression. Given a peptide amino acid sequence and an MHC pseudo amino acid sequence, predict their binding affinity value. This is MHC class II binding data. (1) The peptide sequence is SQEYSGSVANEAAVY. The MHC is H-2-IAb with pseudo-sequence H-2-IAb. The binding affinity (normalized) is 0.580. (2) The peptide sequence is GMNPSHCNEMSWIQS. The MHC is DRB1_1101 with pseudo-sequence DRB1_1101. The binding affinity (normalized) is 0.0444. (3) The peptide sequence is YDKFLAPVSTVLTGK. The MHC is DRB1_0701 with pseudo-sequence DRB1_0701. The binding affinity (normalized) is 0.682. (4) The peptide sequence is VSFGVWIRTPPAYRPPNAPI. The MHC is DRB3_0101 with pseudo-sequence DRB3_0101. The binding affinity (normalized) is 0.189. (5) The peptide sequence is EEGSRAYRNALSMMP. The MHC is DRB3_0101 with pseudo-sequence DRB3_0101. The binding affinity (normalized) is 0.487. (6) The peptide sequence is YQGVQQKWDATATEL. The MHC is DRB1_0802 with pseudo-sequence DRB1_0802. The binding affinity (normalized) is 0.200.